From a dataset of Reaction yield outcomes from USPTO patents with 853,638 reactions. Predict the reaction yield, written as a fraction of the theoretical maximum amount of product (1.0 means a 100% yield; for example, 0.34 means a 34% yield). (1) The reactants are C[O:2][C:3](=[O:20])[CH:4]=[CH:5][C:6]1[CH:11]=[CH:10][C:9]([C:12]([F:15])([F:14])[F:13])=[CH:8][C:7]=1[O:16][CH:17]([CH3:19])[CH3:18].[Li+].[OH-].Cl. The catalyst is C1COCC1. The product is [CH:17]([O:16][C:7]1[CH:8]=[C:9]([C:12]([F:13])([F:15])[F:14])[CH:10]=[CH:11][C:6]=1[CH:5]=[CH:4][C:3]([OH:20])=[O:2])([CH3:19])[CH3:18]. The yield is 0.980. (2) The reactants are [NH:1]1[CH2:6][CH2:5][CH:4]([C:7]2[N:14]=[CH:13][CH:12]=[CH:11][C:8]=2[C:9]#[N:10])[CH2:3][CH2:2]1.[CH3:15][C:16]1[CH:21]=[CH:20][CH:19]=[C:18]([CH3:22])[C:17]=1[NH:23][C:24](=[O:27])[CH2:25]Cl.C(=O)([O-])[O-].[Na+].[Na+]. The catalyst is CN(C)C=O.O. The product is [C:9]([C:8]1[C:7]([CH:4]2[CH2:3][CH2:2][N:1]([CH2:25][C:24]([NH:23][C:17]3[C:18]([CH3:22])=[CH:19][CH:20]=[CH:21][C:16]=3[CH3:15])=[O:27])[CH2:6][CH2:5]2)=[N:14][CH:13]=[CH:12][CH:11]=1)#[N:10]. The yield is 0.280. (3) The reactants are [OH:1][CH:2]1[CH2:7][CH2:6][N:5]([C:8]([O:10][C:11]([CH3:14])([CH3:13])[CH3:12])=[O:9])[CH2:4][CH2:3]1.CN(C)C=O.[H-].[Na+].[F:22][C:23]1[C:28]([F:29])=[CH:27][C:26]([F:30])=[CH:25][N:24]=1. The catalyst is O. The product is [F:29][C:28]1[C:23]([O:1][CH:2]2[CH2:3][CH2:4][N:5]([C:8]([O:10][C:11]([CH3:14])([CH3:13])[CH3:12])=[O:9])[CH2:6][CH2:7]2)=[N:24][CH:25]=[C:26]([F:30])[CH:27]=1.[F:22][C:23]1[C:28]([F:29])=[CH:27][C:26]([O:1][CH:2]2[CH2:3][CH2:4][N:5]([C:8]([O:10][C:11]([CH3:14])([CH3:13])[CH3:12])=[O:9])[CH2:6][CH2:7]2)=[CH:25][N:24]=1. The yield is 0.380. (4) The reactants are [NH2:1][C:2]1[C:11]2[C:6](=[CH:7][CH:8]=[CH:9][CH:10]=2)[CH:5]=[CH:4][C:3]=1O.C(O[S:26]([O-])(=O)=O)CCCCCCCCCCC.[Na+].C(OC(=O)C)(=O)C. The catalyst is O. The product is [NH2:1][C:2]1[C:11]2[C:6](=[CH:7][CH:8]=[CH:9][CH:10]=2)[CH:5]=[CH:4][C:3]=1[SH:26]. The yield is 0.730. (5) The reactants are [CH3:1][O:2][C:3](=[O:29])[C:4]1[CH:9]=[CH:8][C:7]([CH:10]([OH:28])[C:11]#[C:12][C:13]2[CH:18]=[C:17]([C:19]3[S:20][CH:21]=[CH:22][CH:23]=3)[C:16]([O:24][CH3:25])=[CH:15][C:14]=2[O:26][CH3:27])=[CH:6][CH:5]=1.[Cr](O[Cr]([O-])(=O)=O)([O-])(=O)=O.[NH+]1C=CC=CC=1.[NH+]1C=CC=CC=1. The catalyst is ClCCl. The product is [CH3:1][O:2][C:3](=[O:29])[C:4]1[CH:5]=[CH:6][C:7]([C:10](=[O:28])[C:11]#[C:12][C:13]2[CH:18]=[C:17]([C:19]3[S:20][CH:21]=[CH:22][CH:23]=3)[C:16]([O:24][CH3:25])=[CH:15][C:14]=2[O:26][CH3:27])=[CH:8][CH:9]=1. The yield is 0.750. (6) The reactants are [CH3:1][O:2][C:3](=[O:38])[CH2:4][CH2:5][C:6]1[CH:11]=[CH:10][C:9]([O:12][CH2:13][CH:14]([C:16]2[N:17]=[C:18]([C:22]3[CH:27]=[CH:26][C:25](B4OC(C)(C)C(C)(C)O4)=[CH:24][CH:23]=3)[S:19][C:20]=2[CH3:21])[CH3:15])=[CH:8][C:7]=1[CH3:37].Br[C:40]1[N:45]=[CH:44][CH:43]=[CH:42][N:41]=1.C(=O)([O-])[O-].[Na+].[Na+]. The catalyst is C1(C)C=CC=CC=1.C1C=CC(P(C2C=CC=CC=2)[C-]2C=CC=C2)=CC=1.C1C=CC(P(C2C=CC=CC=2)[C-]2C=CC=C2)=CC=1.Cl[Pd]Cl.[Fe+2]. The product is [CH3:1][O:2][C:3](=[O:38])[CH2:4][CH2:5][C:6]1[CH:11]=[CH:10][C:9]([O:12][CH2:13][CH:14]([C:16]2[N:17]=[C:18]([C:22]3[CH:27]=[CH:26][C:25]([C:40]4[N:45]=[CH:44][CH:43]=[CH:42][N:41]=4)=[CH:24][CH:23]=3)[S:19][C:20]=2[CH3:21])[CH3:15])=[CH:8][C:7]=1[CH3:37]. The yield is 0.650. (7) The reactants are [CH3:1][C:2]([C:4]1[CH:9]=[CH:8][C:7]([S:10]([CH3:13])(=[O:12])=[O:11])=[CH:6][CH:5]=1)=[O:3].[Cl-].[Al+3].[Cl-].[Cl-].[Br:18]Br.O. The catalyst is C(Cl)(Cl)Cl. The product is [Br:18][CH2:1][C:2]([C:4]1[CH:5]=[CH:6][C:7]([S:10]([CH3:13])(=[O:12])=[O:11])=[CH:8][CH:9]=1)=[O:3]. The yield is 0.780. (8) The reactants are C([O:8][C:9]1[CH:14]=[CH:13][CH:12]=[CH:11][C:10]=1[NH:15][C:16](=[O:50])[NH:17][C:18]1[CH:23]=[CH:22][C:21]([CH2:24][C:25]([NH:27][N:28]2[CH2:32][CH2:31][CH2:30][CH:29]2[CH2:33][O:34][C:35]2[CH:44]=[CH:43][C:38]([C:39]([O:41][CH3:42])=[O:40])=[CH:37][C:36]=2[N+:45]([O-])=O)=[O:26])=[CH:20][C:19]=1[O:48][CH3:49])C1C=CC=CC=1. The catalyst is CO.C1COCC1.[Pd]. The product is [NH2:45][C:36]1[CH:37]=[C:38]([CH:43]=[CH:44][C:35]=1[O:34][CH2:33][CH:29]1[CH2:30][CH2:31][CH2:32][N:28]1[NH:27][C:25](=[O:26])[CH2:24][C:21]1[CH:22]=[CH:23][C:18]([NH:17][C:16]([NH:15][C:10]2[CH:11]=[CH:12][CH:13]=[CH:14][C:9]=2[OH:8])=[O:50])=[C:19]([O:48][CH3:49])[CH:20]=1)[C:39]([O:41][CH3:42])=[O:40]. The yield is 0.900. (9) The reactants are [CH:1]([C:3]1[C:11]2[C:6](=[N:7][CH:8]=[C:9]([C:12]3[CH:13]=[C:14]([NH:18][C:19](=[O:22])[CH2:20][CH3:21])[CH:15]=[N:16][CH:17]=3)[CH:10]=2)[N:5](C2CCCCO2)[N:4]=1)=O.[S].[N:30]1[CH:35]=[C:34]([NH2:36])[C:33]([NH2:37])=[C:32]([C:38]2[CH:39]=[N:40][CH:41]=[CH:42][CH:43]=2)[CH:31]=1.C([SiH](CC)CC)C.C(O)(C(F)(F)F)=O. The catalyst is CN(C=O)C. The product is [N:40]1[CH:41]=[CH:42][CH:43]=[C:38]([C:32]2[C:33]3[N:37]=[C:1]([C:3]4[C:11]5[C:6](=[N:7][CH:8]=[C:9]([C:12]6[CH:13]=[C:14]([NH:18][C:19](=[O:22])[CH2:20][CH3:21])[CH:15]=[N:16][CH:17]=6)[CH:10]=5)[NH:5][N:4]=4)[NH:36][C:34]=3[CH:35]=[N:30][CH:31]=2)[CH:39]=1. The yield is 0.490.